Task: Predict the reactants needed to synthesize the given product.. Dataset: Full USPTO retrosynthesis dataset with 1.9M reactions from patents (1976-2016) (1) Given the product [CH3:1][C:2]1[O:6][N:5]=[C:4]([C:7]2[CH:8]=[CH:9][CH:10]=[CH:11][CH:12]=2)[C:3]=1[CH2:13][O:14][C:15]1[CH:23]=[CH:22][C:18]([C:19]([NH:36][CH2:37][CH:38]2[O:42][NH:41][C:40](=[O:43])[CH2:39]2)=[O:21])=[CH:17][N:16]=1, predict the reactants needed to synthesize it. The reactants are: [CH3:1][C:2]1[O:6][N:5]=[C:4]([C:7]2[CH:12]=[CH:11][CH:10]=[CH:9][CH:8]=2)[C:3]=1[CH2:13][O:14][C:15]1[CH:23]=[CH:22][C:18]([C:19]([OH:21])=O)=[CH:17][N:16]=1.C(N1C=CN=C1)(N1C=CN=C1)=O.[NH2:36][CH2:37][CH:38]1[O:42][NH:41][C:40](=[O:43])[CH2:39]1. (2) Given the product [CH3:1][N:2]([CH2:29][C:27]1[N:28]=[C:24]2[CH:23]=[CH:22][CH:21]=[C:20]([N:17]3[CH2:16][CH2:15][N:14]([CH3:13])[CH2:19][CH2:18]3)[N:25]2[CH:26]=1)[C@@H:3]1[C:8]2=[N:9][CH:10]=[CH:11][CH:12]=[C:7]2[O:6][CH2:5][CH2:4]1, predict the reactants needed to synthesize it. The reactants are: [CH3:1][NH:2][C@@H:3]1[C:8]2=[N:9][CH:10]=[CH:11][CH:12]=[C:7]2[O:6][CH2:5][CH2:4]1.[CH3:13][N:14]1[CH2:19][CH2:18][N:17]([C:20]2[N:25]3[CH:26]=[C:27]([CH:29]=O)[N:28]=[C:24]3[CH:23]=[CH:22][CH:21]=2)[CH2:16][CH2:15]1.C(O)(=O)C.C(O[BH-](OC(=O)C)OC(=O)C)(=O)C.[Na+]. (3) Given the product [C:4]([N:3]1[CH2:2][CH:7]([CH2:18][NH:17][C:8](=[O:15])[C:9]2[CH:14]=[CH:13][CH:12]=[CH:11][CH:10]=2)[CH2:6]1)#[N:29], predict the reactants needed to synthesize it. The reactants are: C[CH2:2][N:3]([CH2:6][CH3:7])[CH2:4]C.[C:8](Br)(=[O:15])[C:9]1[CH:14]=[CH:13][CH:12]=[CH:11][CH:10]=1.[N:17]#[C:18]N.C(O)(C(F)(F)F)=O.BrC#[N:29].